This data is from Full USPTO retrosynthesis dataset with 1.9M reactions from patents (1976-2016). The task is: Predict the reactants needed to synthesize the given product. (1) Given the product [Cl:1][C:2]1[CH:3]=[CH:4][C:5]([O:11][CH3:12])=[C:6]([NH:8][C:9]([N:15]([CH3:14])[O:16][CH2:17][C:18]([OH:20])=[O:19])=[S:10])[CH:7]=1, predict the reactants needed to synthesize it. The reactants are: [Cl:1][C:2]1[CH:3]=[CH:4][C:5]([O:11][CH3:12])=[C:6]([N:8]=[C:9]=[S:10])[CH:7]=1.Cl.[CH3:14][NH:15][O:16][CH2:17][C:18]([OH:20])=[O:19].C(N(CC)CC)C. (2) Given the product [NH2:17][C@@H:18]1[CH2:23][CH2:22][CH2:21][CH2:20][C@H:19]1[NH:24][C:15]([NH:14][C:9]1[CH:10]=[CH:11][CH:12]=[CH:13][C:8]=1[O:1][C:2]1[CH:3]=[CH:4][CH:5]=[CH:6][CH:7]=1)=[S:16], predict the reactants needed to synthesize it. The reactants are: [O:1]([C:8]1[CH:13]=[CH:12][CH:11]=[CH:10][C:9]=1[N:14]=[C:15]=[S:16])[C:2]1[CH:7]=[CH:6][CH:5]=[CH:4][CH:3]=1.[NH2:17][C@@H:18]1[CH2:23][CH2:22][CH2:21][CH2:20][C@H:19]1[NH2:24]. (3) Given the product [Cl:25][C:26]1[C:27]([C:47]2[N:51]3[CH:52]=[CH:53][CH:54]=[C:55]([F:56])[C:50]3=[N:49][CH:48]=2)=[N:28][C:29]([NH:32][C:33]2[CH:38]=[CH:37][C:36]([N:39]([CH3:44])[CH2:40][C:41]([N:2]([CH3:3])[CH3:1])=[O:43])=[CH:35][C:34]=2[O:45][CH3:46])=[N:30][CH:31]=1, predict the reactants needed to synthesize it. The reactants are: [CH3:1][N:2](C(ON1N=NC2C=CC=NC1=2)=[N+](C)C)[CH3:3].F[P-](F)(F)(F)(F)F.[Cl:25][C:26]1[C:27]([C:47]2[N:51]3[CH:52]=[CH:53][CH:54]=[C:55]([F:56])[C:50]3=[N:49][CH:48]=2)=[N:28][C:29]([NH:32][C:33]2[CH:38]=[CH:37][C:36]([N:39]([CH3:44])[CH2:40][C:41]([O-:43])=O)=[CH:35][C:34]=2[O:45][CH3:46])=[N:30][CH:31]=1.[Na+].Cl.CNC.C(N(C(C)C)C(C)C)C. (4) Given the product [CH3:18][N:19]([CH3:20])[C:6]1[C:5]([N+:9]([O-:11])=[O:10])=[CH:4][C:3]([S:12]([NH:15][CH3:16])(=[O:14])=[O:13])=[C:2]([F:1])[CH:7]=1, predict the reactants needed to synthesize it. The reactants are: [F:1][C:2]1[CH:7]=[C:6](F)[C:5]([N+:9]([O-:11])=[O:10])=[CH:4][C:3]=1[S:12]([NH:15][CH3:16])(=[O:14])=[O:13].Cl.[CH3:18][NH:19][CH3:20].C(N(CC)CC)C.Cl. (5) Given the product [CH3:1][N:2]([CH2:4][CH:5]([C:13]1([OH:19])[CH2:18][CH2:17][CH2:16][CH2:15][CH2:14]1)[C:6]1[CH:7]=[CH:8][C:9]([O:12][CH3:20])=[CH:10][CH:11]=1)[CH3:3], predict the reactants needed to synthesize it. The reactants are: [CH3:1][N:2]([CH2:4][CH:5]([C:13]1([OH:19])[CH2:18][CH2:17][CH2:16][CH2:15][CH2:14]1)[C:6]1[CH:7]=[CH:8][C:9]([OH:12])=[CH:10][CH:11]=1)[CH3:3].[CH3:20]NCC[C@H](OC1C=CC=C2C=CC=CC=12)C1SC=CC=1.CCN(C(C1(C2C=CC=CC=2)C(CN)C1)=O)CC. (6) The reactants are: [Cl:1][C:2]1[CH:9]=[C:8]([O:10][CH:11]2[CH2:16][CH2:15][N:14](C(OC(C)(C)C)=O)[CH2:13][CH2:12]2)[CH:7]=[CH:6][C:3]=1[C:4]#[N:5].Cl. Given the product [ClH:1].[Cl:1][C:2]1[CH:9]=[C:8]([O:10][CH:11]2[CH2:16][CH2:15][NH:14][CH2:13][CH2:12]2)[CH:7]=[CH:6][C:3]=1[C:4]#[N:5], predict the reactants needed to synthesize it. (7) Given the product [CH:1]1([O:6][C:7]2[CH:8]=[C:9]([CH:15]3[CH2:19][N:18]([C:20]4[CH:27]=[CH:26][CH:25]=[C:22]([S:34]([CH3:38])(=[O:37])=[O:33])[CH:21]=4)[C:17](=[O:28])[CH2:16]3)[CH:10]=[CH:11][C:12]=2[O:13][CH3:14])[CH2:5][CH2:4][CH2:3][CH2:2]1, predict the reactants needed to synthesize it. The reactants are: [CH:1]1([O:6][C:7]2[CH:8]=[C:9]([CH:15]3[CH2:19][N:18]([C:20]4[CH:21]=[C:22]([CH:25]=[CH:26][CH:27]=4)C#N)[C:17](=[O:28])[CH2:16]3)[CH:10]=[CH:11][C:12]=2[O:13][CH3:14])[CH2:5][CH2:4][CH2:3][CH2:2]1.[OH-].[Na+].OO.[OH:33][S:34]([OH:37])(=O)=O.[CH2:38](O)C. (8) The reactants are: C([N:8]1[C:12]([CH2:13][C:14]2[C:15]([CH2:23][CH3:24])=[N:16][N:17]([CH2:21][CH3:22])[C:18]=2[CH2:19][CH3:20])=[CH:11][N:10]=[CH:9]1)C1C=CC=CC=1.[Na].N. Given the product [CH2:21]([N:17]1[C:18]([CH2:19][CH3:20])=[C:14]([CH2:13][C:12]2[NH:8][CH:9]=[N:10][CH:11]=2)[C:15]([CH2:23][CH3:24])=[N:16]1)[CH3:22], predict the reactants needed to synthesize it. (9) Given the product [Cl:1][C:2]1[CH:9]=[CH:8][CH:7]=[C:6]([Cl:10])[C:3]=1[CH:4]=[CH:12][C:11]([C:14]1[CH:19]=[CH:18][CH:17]=[CH:16][CH:15]=1)=[O:13], predict the reactants needed to synthesize it. The reactants are: [Cl:1][C:2]1[CH:9]=[CH:8][CH:7]=[C:6]([Cl:10])[C:3]=1[CH:4]=O.[C:11]([C:14]1[CH:19]=[CH:18][CH:17]=[CH:16][CH:15]=1)(=[O:13])[CH3:12].[OH-].[Na+].